Dataset: Full USPTO retrosynthesis dataset with 1.9M reactions from patents (1976-2016). Task: Predict the reactants needed to synthesize the given product. (1) The reactants are: [CH3:1][C:2](=[CH:12][S:13][C:14]1[CH:19]=[CH:18][CH:17]=[CH:16][CH:15]=1)[C:3]([NH:5][C:6]1[CH:11]=[CH:10][CH:9]=[CH:8][CH:7]=1)=O.P(Cl)(Cl)(Cl)(Cl)Cl. Given the product [CH3:1][C:2](=[CH:12][S:13][C:14]1[CH:19]=[CH:18][CH:17]=[CH:16][CH:15]=1)[C:3](=[N:5][C:6]1[CH:11]=[CH:10][CH:9]=[CH:8][CH:7]=1)[S:13][C:14]1[CH:19]=[CH:18][CH:17]=[CH:16][CH:15]=1, predict the reactants needed to synthesize it. (2) Given the product [CH3:25][O:24][C:10]1[C:9]2[N:8]=[CH:7][C:6]3[C:4](=[O:5])[N:26]([C:29]4[CH:30]=[C:31]([CH3:35])[CH:32]=[CH:33][CH:34]=4)[C:27](=[O:28])[N:16]([CH:17]4[CH2:22][CH2:21][CH:20]([CH3:23])[CH2:19][CH2:18]4)[C:15]=3[C:14]=2[CH:13]=[CH:12][CH:11]=1, predict the reactants needed to synthesize it. The reactants are: C(O[C:4]([C:6]1[CH:7]=[N:8][C:9]2[C:14]([C:15]=1[NH:16][CH:17]1[CH2:22][CH2:21][CH:20]([CH3:23])[CH2:19][CH2:18]1)=[CH:13][CH:12]=[CH:11][C:10]=2[O:24][CH3:25])=[O:5])C.[N:26]([C:29]1[CH:34]=[CH:33][CH:32]=[C:31]([CH3:35])[CH:30]=1)=[C:27]=[O:28]. (3) Given the product [F:1][C:2]1[CH:7]=[C:6]([F:8])[CH:5]=[CH:4][C:3]=1[C:9]1[NH:13][C:12]([C:14]2([CH2:17][OH:18])[CH2:15][CH2:16]2)=[N:11][C:10]=1[C:21]1[N:26]=[C:25]2[O:27][C:28]([NH:30][C@@H:31]([CH3:36])[CH2:32][O:33][CH2:34][CH3:35])=[N:29][C:24]2=[CH:23][CH:22]=1, predict the reactants needed to synthesize it. The reactants are: [F:1][C:2]1[CH:7]=[C:6]([F:8])[CH:5]=[CH:4][C:3]=1[C:9]1[NH:13][C:12]([C:14]2([C:17](OC)=[O:18])[CH2:16][CH2:15]2)=[N:11][C:10]=1[C:21]1[N:26]=[C:25]2[O:27][C:28]([NH:30][C@@H:31]([CH3:36])[CH2:32][O:33][CH2:34][CH3:35])=[N:29][C:24]2=[CH:23][CH:22]=1.C1COCC1.[BH4-].[Li+]. (4) Given the product [CH3:1][O:2][C:3]1[C:13]2[C:12]([C:14]3[CH:15]=[C:16]([CH:19]=[CH:20][CH:21]=3)[C:17]#[N:18])=[N:11][CH2:10][C:9](=[O:22])[N:8]([CH2:34][CH2:35][CH2:36][C:37]3[CH:42]=[CH:41][CH:40]=[CH:39][CH:38]=3)[C:7]=2[CH:6]=[C:5]([O:23][CH3:24])[C:4]=1[C:25]1[CH:30]=[CH:29][CH:28]=[CH:27][CH:26]=1, predict the reactants needed to synthesize it. The reactants are: [CH3:1][O:2][C:3]1[C:13]2[C:12]([C:14]3[CH:15]=[C:16]([CH:19]=[CH:20][CH:21]=3)[C:17]#[N:18])=[N:11][CH2:10][C:9](=[O:22])[NH:8][C:7]=2[CH:6]=[C:5]([O:23][CH3:24])[C:4]=1[C:25]1[CH:30]=[CH:29][CH:28]=[CH:27][CH:26]=1.CI.Br[CH2:34][CH2:35][CH2:36][C:37]1[CH:42]=[CH:41][CH:40]=[CH:39][CH:38]=1. (5) Given the product [ClH:46].[CH2:1]([O:3][C:4](=[O:40])[CH2:5][O:6][C:7]1[CH:8]=[C:9]([C:30]2[CH:35]=[CH:34][CH:33]=[CH:32][C:31]=2[S:36]([CH3:39])(=[O:37])=[O:38])[CH:10]=[CH:11][C:12]=1[CH2:13][CH2:14][NH:15][S:16]([C:19]1[CH:24]=[C:23]([C:25](=[NH:28])[NH:26][OH:27])[CH:22]=[CH:21][C:20]=1[OH:29])(=[O:18])=[O:17])[CH2:2][CH2:41][CH3:42], predict the reactants needed to synthesize it. The reactants are: [CH2:1]([O:3][C:4](=[O:40])[CH2:5][O:6][C:7]1[CH:8]=[C:9]([C:30]2[CH:35]=[CH:34][CH:33]=[CH:32][C:31]=2[S:36]([CH3:39])(=[O:38])=[O:37])[CH:10]=[CH:11][C:12]=1[CH2:13][CH2:14][NH:15][S:16]([C:19]1[CH:24]=[C:23]([C:25](=[NH:28])[NH:26][OH:27])[CH:22]=[CH:21][C:20]=1[OH:29])(=[O:18])=[O:17])[CH3:2].[CH2:41](O)[CH2:42]CC.[ClH:46]. (6) Given the product [CH3:33][O:32][C:27]1[CH:26]=[C:25]2[C:24](=[CH:29][C:28]=1[O:30][CH3:31])[CH2:23][N:19]([C:14]1[C:15]([CH3:18])=[C:16]([CH3:17])[C:4]3[O:3][C:2]([CH3:21])([CH3:1])[CH:6]([C:7]4[CH:8]=[CH:9][CH:10]=[CH:11][CH:12]=4)[C:5]=3[C:13]=1[CH3:20])[CH2:34]2, predict the reactants needed to synthesize it. The reactants are: [CH3:1][C:2]1([CH3:21])[CH:6]([C:7]2[CH:12]=[CH:11][CH:10]=[CH:9][CH:8]=2)[C:5]2[C:13]([CH3:20])=[C:14]([NH2:19])[C:15]([CH3:18])=[C:16]([CH3:17])[C:4]=2[O:3]1.Cl[CH2:23][C:24]1[CH:29]=[C:28]([O:30][CH3:31])[C:27]([O:32][CH3:33])=[CH:26][C:25]=1[CH2:34]Cl.C(=O)([O-])[O-].[Na+].[Na+]. (7) The reactants are: [C:1]([C:5]1[CH:10]=[CH:9][C:8]([S:11]([N:14]([CH2:24][C:25](O)=[O:26])[C:15]2[CH:20]=[CH:19][CH:18]=[C:17]([N:21]([CH3:23])[CH3:22])[CH:16]=2)(=[O:13])=[O:12])=[CH:7][CH:6]=1)([CH3:4])([CH3:3])[CH3:2].[CH:28]1([NH:31][CH2:32][C:33]2[CH:38]=[CH:37][C:36]([O:39][CH3:40])=[C:35]([O:41][CH3:42])[CH:34]=2)[CH2:30][CH2:29]1. Given the product [C:1]([C:5]1[CH:10]=[CH:9][C:8]([S:11]([N:14]([C:15]2[CH:20]=[CH:19][CH:18]=[C:17]([N:21]([CH3:23])[CH3:22])[CH:16]=2)[CH2:24][C:25]([N:31]([CH:28]2[CH2:30][CH2:29]2)[CH2:32][C:33]2[CH:38]=[CH:37][C:36]([O:39][CH3:40])=[C:35]([O:41][CH3:42])[CH:34]=2)=[O:26])(=[O:12])=[O:13])=[CH:7][CH:6]=1)([CH3:2])([CH3:3])[CH3:4], predict the reactants needed to synthesize it. (8) Given the product [Br:1][C:2]1[CH:10]=[CH:9][CH:8]=[C:7]2[C:3]=1[CH2:4][CH2:5][CH:6]2[N:11]([C:35](=[O:36])[C:34]([F:45])([F:44])[F:33])[C:12]1[CH:25]=[CH:24][C:15]2[C@H:16]([CH2:19][C:20]([O:22][CH3:23])=[O:21])[CH2:17][O:18][C:14]=2[CH:13]=1, predict the reactants needed to synthesize it. The reactants are: [Br:1][C:2]1[CH:10]=[CH:9][CH:8]=[C:7]2[C:3]=1[CH2:4][CH2:5][CH:6]2[NH:11][C:12]1[CH:25]=[CH:24][C:15]2[C@H:16]([CH2:19][C:20]([O:22][CH3:23])=[O:21])[CH2:17][O:18][C:14]=2[CH:13]=1.C(N(CC)CC)C.[F:33][C:34]([F:45])([F:44])[C:35](O[C:35](=[O:36])[C:34]([F:45])([F:44])[F:33])=[O:36].C(=O)([O-])O.[Na+].